From a dataset of Reaction yield outcomes from USPTO patents with 853,638 reactions. Predict the reaction yield, written as a fraction of the theoretical maximum amount of product (1.0 means a 100% yield; for example, 0.34 means a 34% yield). (1) The reactants are [CH:1]1[C:9]2[C:8]3[CH:10]=[CH:11][CH:12]=[CH:13][C:7]=3[S:6][C:5]=2[C:4]([C:14]2[CH:19]=[C:18]([C:20]3[C:25]4[S:26][C:27]5[CH:32]=[CH:31][CH:30]=[CH:29][C:28]=5[C:24]=4[CH:23]=[CH:22][CH:21]=3)[CH:17]=[C:16]([C:33]3[C:38]4[S:39][C:40]5[CH:45]=[CH:44][CH:43]=[CH:42][C:41]=5[C:37]=4[CH:36]=[CH:35][CH:34]=3)[C:15]=2[OH:46])=[CH:3][CH:2]=1.[CH2:47]1C[O:50][CH2:49][CH2:48]1.C(N(CC)CC)C.C(Cl)(=O)C=C. The catalyst is ClCCl.O. The product is [C:49]([O:46][C:15]1[C:14]([C:4]2[C:5]3[S:6][C:7]4[CH:13]=[CH:12][CH:11]=[CH:10][C:8]=4[C:9]=3[CH:1]=[CH:2][CH:3]=2)=[CH:19][C:18]([C:20]2[C:25]3[S:26][C:27]4[CH:32]=[CH:31][CH:30]=[CH:29][C:28]=4[C:24]=3[CH:23]=[CH:22][CH:21]=2)=[CH:17][C:16]=1[C:33]1[C:38]2[S:39][C:40]3[CH:45]=[CH:44][CH:43]=[CH:42][C:41]=3[C:37]=2[CH:36]=[CH:35][CH:34]=1)(=[O:50])[CH:48]=[CH2:47]. The yield is 0.590. (2) The reactants are [C:1]([NH:8]CC(O)=O)([O:3][C:4]([CH3:7])(C)C)=[O:2].Br[C:14]1[CH:23]=[CH:22][C:17](CCCN)=[CH:16][CH:15]=1.CCN(C(C)C)C(C)C.C([O-])(O)=[O:34].[Na+]. The catalyst is C(Cl)Cl.O. The product is [CH3:7][CH2:4][O:3][C:1]([CH3:14])=[O:2].[CH3:22][CH2:23][CH2:14][CH2:15][CH2:16][CH3:17].[NH4+:8].[OH-:34]. The yield is 0.690. (3) The reactants are [S:1]1[C:9]2[C:4](=[N:5][CH:6]=[CH:7][C:8]=2O)[CH:3]=[CH:2]1.O=P(Cl)(Cl)[Cl:13]. The catalyst is ClC(Cl)C. The product is [Cl:13][C:8]1[CH:7]=[CH:6][N:5]=[C:4]2[CH:3]=[CH:2][S:1][C:9]=12. The yield is 0.740.